This data is from Reaction yield outcomes from USPTO patents with 853,638 reactions. The task is: Predict the reaction yield, written as a fraction of the theoretical maximum amount of product (1.0 means a 100% yield; for example, 0.34 means a 34% yield). (1) The reactants are [F:1][C:2]1[CH:3]=[CH:4][C:5]([N+:11]([O-:13])=[O:12])=[C:6]([CH:10]=1)[C:7]([OH:9])=O.[NH2:14][C:15]1[CH:20]=[CH:19][C:18]([Br:21])=[CH:17][N:16]=1.P(Cl)(Cl)(Cl)=O. The catalyst is N1C=CC=CC=1. The product is [Br:21][C:18]1[CH:19]=[CH:20][C:15]([NH:14][C:7]([C:6]2[CH:10]=[C:2]([F:1])[CH:3]=[CH:4][C:5]=2[N+:11]([O-:13])=[O:12])=[O:9])=[N:16][CH:17]=1. The yield is 0.680. (2) The reactants are CC(C)([O-])C.[K+].[F:7][C:8]1[CH:9]=[C:10]([CH:13]=[CH:14][C:15]=1F)[C:11]#[N:12].[CH2:17]([OH:20])[CH2:18][OH:19]. No catalyst specified. The product is [F:7][C:8]1[CH:9]=[C:10]([CH:13]=[CH:14][C:15]=1[O:19][CH2:18][CH2:17][OH:20])[C:11]#[N:12]. The yield is 1.00. (3) The reactants are [CH2:1]([O:5][C:6]1[CH:10]=[C:9]([C:11](N(OC)C)=[O:12])[N:8]([CH2:17][C:18]2[CH:23]=[CH:22][C:21]([C:24]([F:27])([F:26])[F:25])=[CH:20][CH:19]=2)[N:7]=1)[CH2:2][CH2:3][CH3:4].[H-].C([Al+]CC(C)C)C(C)C.CO.[C@H](O)(C([O-])=O)[C@@H](O)C([O-])=O.[Na+].[K+]. The catalyst is O1CCCC1.C1(C)C=CC=CC=1. The product is [CH2:1]([O:5][C:6]1[CH:10]=[C:9]([CH:11]=[O:12])[N:8]([CH2:17][C:18]2[CH:19]=[CH:20][C:21]([C:24]([F:26])([F:27])[F:25])=[CH:22][CH:23]=2)[N:7]=1)[CH2:2][CH2:3][CH3:4]. The yield is 0.910. (4) The reactants are C(OC([N:8]1[CH2:13][CH2:12][C:11]2[NH:14][N:15]=[C:16]([C:17]3([C:20]([F:23])([F:22])[F:21])[CH2:19][CH2:18]3)[C:10]=2[CH2:9]1)=O)(C)(C)C.Cl.O1CCOCC1. The catalyst is CC(=O)OCC. The product is [F:23][C:20]([F:21])([F:22])[C:17]1([C:16]2[C:10]3[CH2:9][NH:8][CH2:13][CH2:12][C:11]=3[NH:14][N:15]=2)[CH2:19][CH2:18]1. The yield is 0.980. (5) The reactants are [Cl:1][C:2]1[CH:9]=[CH:8][C:5]([CH2:6][OH:7])=[CH:4][C:3]=1[O:10][CH2:11][CH3:12]. The catalyst is ClCCl.O=[Mn]=O. The product is [Cl:1][C:2]1[CH:9]=[CH:8][C:5]([CH:6]=[O:7])=[CH:4][C:3]=1[O:10][CH2:11][CH3:12]. The yield is 0.520. (6) The reactants are [CH3:1][C:2]1[CH:8]=[CH:7][C:5]([NH2:6])=[CH:4][C:3]=1[N+:9]([O-:11])=[O:10].[CH2:12]([N:14]([CH:18]([CH3:20])C)[CH:15]([CH3:17])C)[CH3:13].Cl[CH2:22][C:23]1C=C[CH:29]=[CH:28][C:24]=1[C:25](Cl)=[O:26].[CH3:32][N:33]1CCNCC1. The catalyst is O1CCCC1. The product is [CH3:1][C:2]1[CH:8]=[CH:7][C:5]([NH:6][C:25](=[O:26])[C:24]2[CH:28]=[CH:29][C:20]([CH2:18][N:14]3[CH2:12][CH2:13][N:33]([CH3:32])[CH2:17][CH2:15]3)=[CH:22][CH:23]=2)=[CH:4][C:3]=1[N+:9]([O-:11])=[O:10]. The yield is 0.950. (7) The product is [Br:1][C:2]1[N:3]=[C:4]([N+:7]([O-:9])=[O:8])[N:5]([CH2:11][C:12]2[CH:17]=[CH:16][C:15]([O:18][CH3:19])=[CH:14][CH:13]=2)[N:6]=1. The catalyst is C(#N)C. The reactants are [Br:1][C:2]1[NH:6][N:5]=[C:4]([N+:7]([O-:9])=[O:8])[N:3]=1.Cl[CH2:11][C:12]1[CH:17]=[CH:16][C:15]([O:18][CH3:19])=[CH:14][CH:13]=1.C(N(CC)C(C)C)(C)C.[I-].[K+]. The yield is 0.500.